This data is from Forward reaction prediction with 1.9M reactions from USPTO patents (1976-2016). The task is: Predict the product of the given reaction. The product is: [CH:16]1([CH2:15][C:5]([O:4][CH3:3])([C:6]([O:8][CH3:9])=[O:7])[C:10]([O:12][CH3:13])=[O:11])[CH2:18][CH2:17]1. Given the reactants [H-].[Na+].[CH3:3][O:4][CH:5]([C:10]([O:12][CH3:13])=[O:11])[C:6]([O:8][CH3:9])=[O:7].Br[CH2:15][CH:16]1[CH2:18][CH2:17]1.[I-].[Na+], predict the reaction product.